Dataset: Forward reaction prediction with 1.9M reactions from USPTO patents (1976-2016). Task: Predict the product of the given reaction. (1) Given the reactants [F:1][C:2]1[CH:3]=[C:4]([CH:16]=[C:17]([O:19][C:20]2[CH:25]=[CH:24][CH:23]=[CH:22][CH:21]=2)[CH:18]=1)[CH2:5][O:6][C:7]12[CH2:13][C:10]([CH2:14]O)([CH2:11][CH2:12]1)[CH2:9][CH2:8]2.C(Br)(Br)(Br)[Br:27].C1C=CC(P(C2C=CC=CC=2)C2C=CC=CC=2)=CC=1, predict the reaction product. The product is: [Br:27][CH2:14][C:10]12[CH2:13][C:7]([O:6][CH2:5][C:4]3[CH:16]=[C:17]([O:19][C:20]4[CH:25]=[CH:24][CH:23]=[CH:22][CH:21]=4)[CH:18]=[C:2]([F:1])[CH:3]=3)([CH2:12][CH2:11]1)[CH2:8][CH2:9]2. (2) Given the reactants [N:1]1[C:10]2[C:5](=[CH:6][C:7]([NH:11]C(=O)OC(C)(C)C)=[CH:8][CH:9]=2)[CH:4]=[CH:3][CH:2]=1.C(O)(C(F)(F)F)=O, predict the reaction product. The product is: [N:1]1[C:10]2[C:5](=[CH:6][C:7]([NH2:11])=[CH:8][CH:9]=2)[CH:4]=[CH:3][CH:2]=1. (3) Given the reactants [CH3:1][O:2][C:3]([C@@H:5]1[CH2:18][C@H:17]([OH:19])[C:16](=[O:20])[C@H:15]2[C@@:6]1([CH3:28])[CH2:7][CH2:8][C@H:9]1[C@:14]2([CH3:21])[CH2:13][C@@H:12]([C:22]2[CH:26]=[CH:25][O:24][CH:23]=2)[O:11][C:10]1=[O:27])=[O:4].C1(P(C2C=CC=CC=2)C2C=CC=CN=2)C=CC=CC=1.[C:48](O)(=[O:50])[CH3:49].CC(OC(/N=N/C(OC(C)(C)C)=O)=O)(C)C, predict the reaction product. The product is: [CH3:1][O:2][C:3]([C@@H:5]1[CH2:18][C@H:17]([O:19][C:48](=[O:50])[CH3:49])[C:16](=[O:20])[C@H:15]2[C@@:6]1([CH3:28])[CH2:7][CH2:8][C@@H:9]1[C@:14]2([CH3:21])[CH2:13][C@@H:12]([C:22]2[CH:26]=[CH:25][O:24][CH:23]=2)[O:11][C:10]1=[O:27])=[O:4]. (4) Given the reactants [C:1]([C:3]1[C:7]([NH:8][S:9]([CH3:12])(=[O:11])=[O:10])=[C:6]([N:13]=CN(C)C)[N:5]([C:18]2[C:23]([Cl:24])=[CH:22][C:21]([C:25]([F:28])([F:27])[F:26])=[CH:20][C:19]=2[Cl:29])[N:4]=1)#[N:2].[H-].[Na+].ClC(Cl)(Cl)S(O[CH2:38][C:39]([F:42])([F:41])[F:40])(=O)=O.ClCCl, predict the reaction product. The product is: [NH2:13][C:6]1[N:5]([C:18]2[C:19]([Cl:29])=[CH:20][C:21]([C:25]([F:26])([F:27])[F:28])=[CH:22][C:23]=2[Cl:24])[N:4]=[C:3]([C:1]#[N:2])[C:7]=1[N:8]([CH2:38][C:39]([F:42])([F:41])[F:40])[S:9]([CH3:12])(=[O:10])=[O:11].